This data is from Full USPTO retrosynthesis dataset with 1.9M reactions from patents (1976-2016). The task is: Predict the reactants needed to synthesize the given product. (1) Given the product [C:1]([C:3]1[CH:8]=[CH:7][C:6]([N:9]2[C@@H:13]([CH:14]3[CH2:15][CH2:16][CH2:17][CH2:18]3)[CH2:12][C:11]([C:19]3[CH:27]=[CH:26][C:22]([C:23]([N:32]([CH3:33])[CH3:31])=[O:25])=[C:21]([O:28][CH3:29])[N:20]=3)=[N:10]2)=[CH:5][C:4]=1[CH3:30])#[N:2], predict the reactants needed to synthesize it. The reactants are: [C:1]([C:3]1[CH:8]=[CH:7][C:6]([N:9]2[C@@H:13]([CH:14]3[CH2:18][CH2:17][CH2:16][CH2:15]3)[CH2:12][C:11]([C:19]3[CH:27]=[CH:26][C:22]([C:23]([OH:25])=O)=[C:21]([O:28][CH3:29])[N:20]=3)=[N:10]2)=[CH:5][C:4]=1[CH3:30])#[N:2].[CH3:31][NH:32][CH3:33].O1CCCC1. (2) Given the product [O:1]=[CH:2][CH2:7][C@@H:8]([C@@H:10]([CH2:12][OH:13])[OH:11])[OH:9], predict the reactants needed to synthesize it. The reactants are: [OH:1][C:2]([CH2:7][C@@H:8]([C@@H:10]([CH2:12][OH:13])[OH:11])[OH:9])(O)C(O)=O.Cl.Cl[O-].[Na+]. (3) Given the product [C:2]([C:7]1[O:11][C:10]([CH2:12][N:13]2[CH:17]=[C:16]([NH:18][C:25]([C:23]3[N:24]=[C:20]([CH3:19])[S:21][C:22]=3[C:28]3[CH:29]=[C:30]([CH3:34])[CH:31]=[CH:32][CH:33]=3)=[O:26])[CH:15]=[N:14]2)=[CH:9][CH:8]=1)(=[O:6])[CH3:1], predict the reactants needed to synthesize it. The reactants are: [CH3:1][C:2]1([C:7]2[O:11][C:10]([CH2:12][N:13]3[CH:17]=[C:16]([NH2:18])[CH:15]=[N:14]3)=[CH:9][CH:8]=2)[O:6]CCO1.[CH3:19][C:20]1[S:21][C:22]([C:28]2[CH:29]=[C:30]([CH3:34])[CH:31]=[CH:32][CH:33]=2)=[C:23]([C:25](O)=[O:26])[N:24]=1. (4) Given the product [CH2:24]([C:21]1[N:20]=[CH:19][N:18]=[C:17]([NH:12][CH2:11][C:9]2[CH:10]=[C:5]3[CH:4]=[C:3]([C:2]([F:1])([F:14])[F:15])[NH:13][C:6]3=[N:7][CH:8]=2)[C:22]=1[CH3:23])[CH3:25], predict the reactants needed to synthesize it. The reactants are: [F:1][C:2]([F:15])([F:14])[C:3]1[NH:13][C:6]2=[N:7][CH:8]=[C:9]([CH2:11][NH2:12])[CH:10]=[C:5]2[CH:4]=1.Cl[C:17]1[C:22]([CH3:23])=[C:21]([CH2:24][CH3:25])[N:20]=[CH:19][N:18]=1.CCN(C(C)C)C(C)C.CN1CCCC1=O.